Regression. Given two drug SMILES strings and cell line genomic features, predict the synergy score measuring deviation from expected non-interaction effect. From a dataset of NCI-60 drug combinations with 297,098 pairs across 59 cell lines. (1) Drug 1: CC12CCC3C(C1CCC2O)C(CC4=C3C=CC(=C4)O)CCCCCCCCCS(=O)CCCC(C(F)(F)F)(F)F. Drug 2: CC1=C2C(C(=O)C3(C(CC4C(C3C(C(C2(C)C)(CC1OC(=O)C(C(C5=CC=CC=C5)NC(=O)OC(C)(C)C)O)O)OC(=O)C6=CC=CC=C6)(CO4)OC(=O)C)O)C)O. Cell line: IGROV1. Synergy scores: CSS=-0.938, Synergy_ZIP=1.51, Synergy_Bliss=4.55, Synergy_Loewe=0.767, Synergy_HSA=0.725. (2) Drug 1: COC1=CC(=CC(=C1O)OC)C2C3C(COC3=O)C(C4=CC5=C(C=C24)OCO5)OC6C(C(C7C(O6)COC(O7)C8=CC=CS8)O)O. Drug 2: CC1=C(C=C(C=C1)C(=O)NC2=CC(=CC(=C2)C(F)(F)F)N3C=C(N=C3)C)NC4=NC=CC(=N4)C5=CN=CC=C5. Cell line: ACHN. Synergy scores: CSS=60.5, Synergy_ZIP=2.35, Synergy_Bliss=1.63, Synergy_Loewe=-17.6, Synergy_HSA=0.999.